Dataset: Forward reaction prediction with 1.9M reactions from USPTO patents (1976-2016). Task: Predict the product of the given reaction. (1) Given the reactants Cl[C:2]1[N:7]=[N:6][C:5]([NH:8][CH2:9][C:10]([C:13]2[CH:18]=[CH:17][C:16]([F:19])=[CH:15][CH:14]=2)([CH3:12])[CH3:11])=[CH:4][CH:3]=1.[O:20]1CCO[CH2:22][CH2:21]1.C([Sn](CCCC)(CCCC)C(OCC)=C)CCC.C1C(=O)N([Br:51])C(=O)C1, predict the reaction product. The product is: [Br:51][CH2:22][C:21]([C:2]1[N:7]=[N:6][C:5]([NH:8][CH2:9][C:10]([C:13]2[CH:18]=[CH:17][C:16]([F:19])=[CH:15][CH:14]=2)([CH3:12])[CH3:11])=[CH:4][CH:3]=1)=[O:20]. (2) Given the reactants Br[C:2]1[CH:3]=[C:4]([C:8]2([CH3:18])[CH2:13][N:12]3[CH:14]=[CH:15][N:16]=[C:11]3[C:10]([NH2:17])=[N:9]2)[CH:5]=[CH:6][CH:7]=1.[N:19]1[CH:24]=[C:23](B(O)O)[CH:22]=[N:21][CH:20]=1.C(=O)([O-])[O-].[K+].[K+], predict the reaction product. The product is: [CH3:18][C:8]1([C:4]2[CH:5]=[CH:6][CH:7]=[C:2]([C:23]3[CH:24]=[N:19][CH:20]=[N:21][CH:22]=3)[CH:3]=2)[CH2:13][N:12]2[CH:14]=[CH:15][N:16]=[C:11]2[C:10]([NH2:17])=[N:9]1.